From a dataset of Catalyst prediction with 721,799 reactions and 888 catalyst types from USPTO. Predict which catalyst facilitates the given reaction. (1) Product: [CH2:21]([O:20][C:18]([C:3]1[C:2]([CH3:1])=[C:10]([C:11]([OH:13])=[O:12])[N:5]2[C:4]=1[CH:9]=[CH:8][CH:7]=[N:6]2)=[O:19])[CH3:22]. The catalyst class is: 4. Reactant: [CH3:1][C:2]1[C:3]([C:18]([O:20][CH2:21][CH3:22])=[O:19])=[C:4]2[CH:9]=[CH:8][CH:7]=[N:6][N:5]2[C:10]=1[C:11]([O:13]C(C)(C)C)=[O:12].C(N(CC)CC)C.FC(F)(F)S(O[Si](C)(C)C)(=O)=O. (2) Reactant: [CH3:1][C:2]1[NH:3][N:4]=[C:5]2[C:14]3[CH:13]=[C:12]([Cl:15])[CH:11]=[CH:10][C:9]=3[NH:8][C:7](=[O:16])[C:6]=12.[O:17]1[CH:22]=[CH:21][CH2:20][CH2:19][CH2:18]1.C1(C)C=CC(S(O)(=O)=O)=CC=1. Product: [CH3:1][C:2]1[N:3]([CH:18]2[CH2:19][CH2:20][CH2:21][CH2:22][O:17]2)[N:4]=[C:5]2[C:14]3[CH:13]=[C:12]([Cl:15])[CH:11]=[CH:10][C:9]=3[NH:8][C:7](=[O:16])[C:6]=12. The catalyst class is: 3. (3) Reactant: [CH:1]1([S:4]([C:7]2[CH:12]=[CH:11][C:10]([CH:13]([C:21]3[NH:25][C:24]([C:26]([O:28]CC)=[O:27])=[CH:23][CH:22]=3)[CH2:14][CH:15]3[CH2:20][CH2:19][O:18][CH2:17][CH2:16]3)=[CH:9][CH:8]=2)(=[O:6])=[O:5])[CH2:3][CH2:2]1.C(O)C.[OH-].[Na+]. Product: [CH:1]1([S:4]([C:7]2[CH:8]=[CH:9][C:10]([CH:13]([C:21]3[NH:25][C:24]([C:26]([OH:28])=[O:27])=[CH:23][CH:22]=3)[CH2:14][CH:15]3[CH2:16][CH2:17][O:18][CH2:19][CH2:20]3)=[CH:11][CH:12]=2)(=[O:5])=[O:6])[CH2:3][CH2:2]1. The catalyst class is: 7. (4) Product: [C:14]([S:13][CH2:12][CH2:11][NH:10][C:8]1[S:9][C:5]([C:3]([O-:4])=[O:2])=[CH:6][N:7]=1)([C:15]1[CH:20]=[CH:19][CH:18]=[CH:17][CH:16]=1)([C:21]1[CH:22]=[CH:23][CH:24]=[CH:25][CH:26]=1)[C:27]1[CH:28]=[CH:29][CH:30]=[CH:31][CH:32]=1.[Li+:33]. Reactant: C[O:2][C:3]([C:5]1[S:9][C:8]([NH:10][CH2:11][CH2:12][S:13][C:14]([C:27]2[CH:32]=[CH:31][CH:30]=[CH:29][CH:28]=2)([C:21]2[CH:26]=[CH:25][CH:24]=[CH:23][CH:22]=2)[C:15]2[CH:20]=[CH:19][CH:18]=[CH:17][CH:16]=2)=[N:7][CH:6]=1)=[O:4].[Li+:33].[OH-]. The catalyst class is: 87. (5) Reactant: [C:1]1([CH3:17])[CH:6]=[CH:5][C:4]([N:7]2[C:11]([NH2:12])=[CH:10][C:9]([C:13]([F:16])([F:15])[F:14])=[N:8]2)=[CH:3][CH:2]=1.C([O-])([O-])=O.[K+].[K+].Cl[C:25]([O:27][C:28]1[CH:33]=[CH:32][CH:31]=[CH:30][CH:29]=1)=[O:26]. Product: [C:1]1([CH3:17])[CH:2]=[CH:3][C:4]([N:7]2[C:11]([NH:12][C:25](=[O:26])[O:27][C:28]3[CH:33]=[CH:32][CH:31]=[CH:30][CH:29]=3)=[CH:10][C:9]([C:13]([F:15])([F:16])[F:14])=[N:8]2)=[CH:5][CH:6]=1. The catalyst class is: 1.